This data is from Peptide-MHC class I binding affinity with 185,985 pairs from IEDB/IMGT. The task is: Regression. Given a peptide amino acid sequence and an MHC pseudo amino acid sequence, predict their binding affinity value. This is MHC class I binding data. The peptide sequence is VIEGPTTCGY. The MHC is HLA-A26:01 with pseudo-sequence HLA-A26:01. The binding affinity (normalized) is 0.371.